Dataset: Reaction yield outcomes from USPTO patents with 853,638 reactions. Task: Predict the reaction yield, written as a fraction of the theoretical maximum amount of product (1.0 means a 100% yield; for example, 0.34 means a 34% yield). (1) The reactants are [NH2:1][C:2]1[CH:7]=[C:6]([CH:8]([CH3:10])[CH3:9])[C:5]([NH:11]S(C2C=CC(C)=CC=2)(=O)=O)=[C:4]([CH:22]([CH3:24])[CH3:23])[CH:3]=1.Br[CH2:26][CH2:27][O:28][CH2:29][CH2:30]Br.C(N(CC)C(C)C)(C)C.CN1CCCC1. The catalyst is C(OCC)(=O)C. The product is [CH:22]([C:4]1[CH:3]=[C:2]([N:1]2[CH2:30][CH2:29][O:28][CH2:27][CH2:26]2)[CH:7]=[C:6]([CH:8]([CH3:9])[CH3:10])[C:5]=1[NH2:11])([CH3:23])[CH3:24]. The yield is 0.990. (2) The reactants are Cl[C:2]1[N:7]2[N:8]=[C:9]([C:11]3[O:12][CH:13]=[CH:14][CH:15]=3)[CH:10]=[C:6]2[N:5]=[C:4]([CH3:16])[C:3]=1[CH:17]([CH2:22][CH2:23][CH3:24])[C:18]([O:20][CH3:21])=[O:19].[CH3:25][C:26]1[CH:31]=[CH:30][C:29](B(O)O)=[CH:28][CH:27]=1.C(N(C(C)C)CC)(C)C. The catalyst is COCCOC.O. The product is [O:12]1[CH:13]=[CH:14][CH:15]=[C:11]1[C:9]1[CH:10]=[C:6]2[N:5]=[C:4]([CH3:16])[C:3]([CH:17]([CH2:22][CH2:23][CH3:24])[C:18]([O:20][CH3:21])=[O:19])=[C:2]([C:29]3[CH:30]=[CH:31][C:26]([CH3:25])=[CH:27][CH:28]=3)[N:7]2[N:8]=1. The yield is 0.580. (3) The product is [CH3:26][C:23]([CH3:25])([CH3:24])[C:22](=[O:27])[CH2:21][O:20][C:19]1[CH:28]=[CH:29][C:16]([C:3]([C:6]2[S:10][C:9]3[CH:11]=[CH:12][C:13]([O:15][S:39]([CH3:38])(=[O:41])=[O:40])=[CH:14][C:8]=3[CH:7]=2)([CH2:4][CH3:5])[CH2:1][CH3:2])=[CH:17][C:18]=1[CH3:30]. The reactants are [CH2:1]([C:3]([C:16]1[CH:29]=[CH:28][C:19]([O:20][CH2:21][C:22](=[O:27])[C:23]([CH3:26])([CH3:25])[CH3:24])=[C:18]([CH3:30])[CH:17]=1)([C:6]1[S:10][C:9]2[CH:11]=[CH:12][C:13]([OH:15])=[CH:14][C:8]=2[CH:7]=1)[CH2:4][CH3:5])[CH3:2].CCN(CC)CC.[CH3:38][S:39](Cl)(=[O:41])=[O:40]. The catalyst is C(Cl)Cl. The yield is 0.620. (4) The reactants are [OH:1][C:2]1[CH:3]=[C:4]([C:8]#[C:9][C:10]2[CH:11]=[C:12]([C:16]([N:18]=[S@:19]([CH2:27][C:28]([O:30]CC)=O)([C:21]3[CH:26]=[CH:25][CH:24]=[CH:23][CH:22]=3)=[O:20])=[O:17])[CH:13]=[N:14][CH:15]=2)[CH:5]=[CH:6][CH:7]=1.[CH3:33][NH2:34]. No catalyst specified. The product is [OH:1][C:2]1[CH:3]=[C:4]([C:8]#[C:9][C:10]2[CH:15]=[N:14][CH:13]=[C:12]([CH:11]=2)[C:16]([N:18]=[S:19]([CH2:27][C:28]([NH:34][CH3:33])=[O:30])(=[O:20])[C:21]2[CH:22]=[CH:23][CH:24]=[CH:25][CH:26]=2)=[O:17])[CH:5]=[CH:6][CH:7]=1. The yield is 0.900. (5) The reactants are [NH2:1][C:2]([C:4]1[CH:5]=[N:6][C:7]2[C:12]([C:13]=1[NH:14][C:15]1[CH:16]=[C:17]([CH:23]=[CH:24][CH:25]=1)[C:18]([O:20]CC)=[O:19])=[CH:11][CH:10]=[C:9]([C:26]1[CH:31]=[CH:30][CH:29]=[C:28]([O:32][CH3:33])[CH:27]=1)[CH:8]=2)=[O:3].[OH-].[Na+]. The catalyst is C(O)C. The product is [NH2:1][C:2]([C:4]1[CH:5]=[N:6][C:7]2[C:12]([C:13]=1[NH:14][C:15]1[CH:16]=[C:17]([CH:23]=[CH:24][CH:25]=1)[C:18]([OH:20])=[O:19])=[CH:11][CH:10]=[C:9]([C:26]1[CH:31]=[CH:30][CH:29]=[C:28]([O:32][CH3:33])[CH:27]=1)[CH:8]=2)=[O:3]. The yield is 1.01. (6) The reactants are [Br:1][C:2]1[CH:7]=[CH:6][C:5]([C@@H:8]([NH:10][CH2:11][CH2:12][C:13]([CH:18]([CH3:20])[CH3:19])([OH:17])[CH2:14][CH:15]=[CH2:16])[CH3:9])=[CH:4][CH:3]=1.C(N(CC)CC)C.Cl[C:29](Cl)([O:31]C(=O)OC(Cl)(Cl)Cl)Cl. The catalyst is C(Cl)Cl. The product is [CH2:14]([C:13]1([CH:18]([CH3:20])[CH3:19])[O:17][C:29](=[O:31])[N:10]([C@H:8]([C:5]2[CH:4]=[CH:3][C:2]([Br:1])=[CH:7][CH:6]=2)[CH3:9])[CH2:11][CH2:12]1)[CH:15]=[CH2:16]. The yield is 0.560. (7) The reactants are [CH3:1][N:2]([CH3:26])[C:3]1[CH:4]=[CH:5][C:6]([N+:23]([O-])=[O:24])=[C:7]([CH:9]([O:16]C(=O)C(Cl)(Cl)Cl)C2C=CC=CC=2)[CH:8]=1.CN(C)C1C=CC([N+]([O-])=O)=C(C=1)COC(=O)C(Cl)(Cl)Cl. No catalyst specified. The product is [CH3:1][N:2]([CH3:26])[C:3]1[CH:4]=[CH:5][C:6]([N:23]=[O:24])=[C:7]([CH:8]=1)[CH:9]=[O:16]. The yield is 0.300. (8) The reactants are [C:1]([C:3]1[CH:8]=[CH:7][C:6]([OH:9])=[CH:5][CH:4]=1)#[N:2].C([O-])([O-])=O.[K+].[K+].[Br:16][CH2:17][CH2:18]Br. The catalyst is CC#N. The product is [Br:16][CH2:17][CH2:18][O:9][C:6]1[CH:7]=[CH:8][C:3]([C:1]#[N:2])=[CH:4][CH:5]=1. The yield is 0.450.